This data is from Full USPTO retrosynthesis dataset with 1.9M reactions from patents (1976-2016). The task is: Predict the reactants needed to synthesize the given product. (1) Given the product [C:1]([O:5][C:6](=[O:20])/[CH:7]=[CH:8]/[C:9]1[C:14]([C:15]([OH:17])=[O:16])=[CH:13][C:12]([Cl:19])=[N:11][CH:10]=1)([CH3:4])([CH3:2])[CH3:3], predict the reactants needed to synthesize it. The reactants are: [C:1]([O:5][C:6](=[O:20])/[CH:7]=[CH:8]/[C:9]1[C:14]([C:15]([O:17]C)=[O:16])=[CH:13][C:12]([Cl:19])=[N:11][CH:10]=1)([CH3:4])([CH3:3])[CH3:2].O.[OH-].[Li+]. (2) Given the product [N:11]1([C:2]2[N:7]=[CH:6][C:5]([C:8]([OH:10])=[O:9])=[CH:4][N:3]=2)[CH:15]=[N:14][CH:13]=[N:12]1, predict the reactants needed to synthesize it. The reactants are: Cl[C:2]1[N:7]=[CH:6][C:5]([C:8]([OH:10])=[O:9])=[CH:4][N:3]=1.[NH:11]1[CH:15]=[N:14][CH:13]=[N:12]1.C(=O)([O-])[O-].[K+].[K+].Cl.